Dataset: NCI-60 drug combinations with 297,098 pairs across 59 cell lines. Task: Regression. Given two drug SMILES strings and cell line genomic features, predict the synergy score measuring deviation from expected non-interaction effect. (1) Drug 1: C1CCC(C1)C(CC#N)N2C=C(C=N2)C3=C4C=CNC4=NC=N3. Drug 2: CS(=O)(=O)CCNCC1=CC=C(O1)C2=CC3=C(C=C2)N=CN=C3NC4=CC(=C(C=C4)OCC5=CC(=CC=C5)F)Cl. Cell line: IGROV1. Synergy scores: CSS=39.4, Synergy_ZIP=4.02, Synergy_Bliss=6.03, Synergy_Loewe=-5.56, Synergy_HSA=7.80. (2) Drug 1: C1=CC(=CC=C1CC(C(=O)O)N)N(CCCl)CCCl.Cl. Drug 2: C1=CN(C(=O)N=C1N)C2C(C(C(O2)CO)O)O.Cl. Cell line: CAKI-1. Synergy scores: CSS=53.8, Synergy_ZIP=-1.72, Synergy_Bliss=2.20, Synergy_Loewe=-7.17, Synergy_HSA=8.05. (3) Cell line: M14. Drug 1: C1CN(CCN1C(=O)CCBr)C(=O)CCBr. Drug 2: C1C(C(OC1N2C=NC3=C2NC=NCC3O)CO)O. Synergy scores: CSS=31.7, Synergy_ZIP=-9.70, Synergy_Bliss=0.679, Synergy_Loewe=2.55, Synergy_HSA=3.11. (4) Drug 1: C1=CN(C(=O)N=C1N)C2C(C(C(O2)CO)O)O.Cl. Drug 2: CN1C2=C(C=C(C=C2)N(CCCl)CCCl)N=C1CCCC(=O)O.Cl. Cell line: UO-31. Synergy scores: CSS=21.0, Synergy_ZIP=0.711, Synergy_Bliss=1.06, Synergy_Loewe=-16.0, Synergy_HSA=1.38. (5) Drug 1: CN1C(=O)N2C=NC(=C2N=N1)C(=O)N. Drug 2: CC12CCC3C(C1CCC2O)C(CC4=C3C=CC(=C4)O)CCCCCCCCCS(=O)CCCC(C(F)(F)F)(F)F. Cell line: 786-0. Synergy scores: CSS=-3.31, Synergy_ZIP=0.532, Synergy_Bliss=-1.47, Synergy_Loewe=-3.78, Synergy_HSA=-3.36.